The task is: Predict the reactants needed to synthesize the given product.. This data is from Full USPTO retrosynthesis dataset with 1.9M reactions from patents (1976-2016). Given the product [Cl:1][C:2]1[CH:3]=[C:4]([CH:8]2[N:13]([CH2:14][C:15]([OH:17])=[O:16])[C:12](=[O:20])[NH:11][C:10]([CH3:21])=[C:9]2[C:22](=[O:39])[NH:23][CH2:24][CH2:25][CH:26]([C:33]2[CH:34]=[CH:35][CH:36]=[CH:37][CH:38]=2)[C:27]2[CH:32]=[CH:31][CH:30]=[CH:29][CH:28]=2)[CH:5]=[CH:6][CH:7]=1, predict the reactants needed to synthesize it. The reactants are: [Cl:1][C:2]1[CH:3]=[C:4]([CH:8]2[N:13]([CH2:14][C:15]([O:17]CC)=[O:16])[C:12](=[O:20])[NH:11][C:10]([CH3:21])=[C:9]2[C:22](=[O:39])[NH:23][CH2:24][CH2:25][CH:26]([C:33]2[CH:38]=[CH:37][CH:36]=[CH:35][CH:34]=2)[C:27]2[CH:32]=[CH:31][CH:30]=[CH:29][CH:28]=2)[CH:5]=[CH:6][CH:7]=1.[OH-].[Na+].Cl.